Dataset: Forward reaction prediction with 1.9M reactions from USPTO patents (1976-2016). Task: Predict the product of the given reaction. Given the reactants [CH2:1]([Si:3]([CH2:19][CH3:20])([CH2:17][CH3:18])[C:4]1[C:9]2[O:10][C:11]3[CH:16]=[CH:15][CH:14]=[CH:13][C:12]=3[C:8]=2[CH:7]=[CH:6][CH:5]=1)[CH3:2].CC([O-])(C)C.[K+].[SiH](CC)(CC)CC, predict the reaction product. The product is: [C:8]1([C:12]2[CH:11]=[CH:16][CH:15]=[CH:14][CH:13]=2)[C:9]([OH:10])=[CH:4][CH:5]=[CH:6][CH:7]=1.[CH2:17]([Si:3]([CH2:1][CH3:2])([CH2:19][CH3:20])[C:4]1[CH:5]=[CH:6][CH:7]=[C:8]([C:12]2[CH:13]=[CH:14][CH:15]=[CH:16][CH:11]=2)[C:9]=1[OH:10])[CH3:18].[CH2:17]([Si:3]([CH2:1][CH3:2])([CH2:19][CH3:20])[C:4]1[CH:9]=[C:8]([C:12]2[CH:13]=[CH:14][CH:15]=[CH:16][C:11]=2[OH:10])[CH:7]=[CH:6][CH:5]=1)[CH3:18].